This data is from Catalyst prediction with 721,799 reactions and 888 catalyst types from USPTO. The task is: Predict which catalyst facilitates the given reaction. (1) Reactant: [N:1]1[C:10]2[CH:9]=[C:8]3[CH2:11][CH2:12][N:13](C(OC(C)(C)C)=O)[CH2:14][CH2:15][C:7]3=[CH:6][C:5]=2[N:4]=[CH:3][CH:2]=1.Cl.[OH-].[Na+].O. Product: [N:1]1[C:10]2[CH:9]=[C:8]3[CH2:11][CH2:12][NH:13][CH2:14][CH2:15][C:7]3=[CH:6][C:5]=2[N:4]=[CH:3][CH:2]=1. The catalyst class is: 22. (2) Reactant: [C:1]([O:5][C:6]([N:8]1[CH2:13][CH2:12][CH:11]([CH2:14][C:15]([OH:17])=O)[CH2:10][CH2:9]1)=[O:7])([CH3:4])([CH3:3])[CH3:2].O[N:19]1[C:23]2[CH:24]=CC=C[C:22]=2N=N1.Cl.CN(C)CCCN=C=NCC.CN1CCOCC1.C(N)(C)C. Product: [CH:23]([NH:19][C:15](=[O:17])[CH2:14][CH:11]1[CH2:10][CH2:9][N:8]([C:6]([O:5][C:1]([CH3:2])([CH3:3])[CH3:4])=[O:7])[CH2:13][CH2:12]1)([CH3:24])[CH3:22]. The catalyst class is: 3. (3) Reactant: [NH2:1]/[C:2](=[C:4](\[C:11]([O:13][CH2:14][CH3:15])=[O:12])/[CH:5]=[CH:6]/[C:7](OC)=[O:8])/[CH3:3]. Product: [OH:8][C:7]1[CH:6]=[CH:5][C:4]([C:11]([O:13][CH2:14][CH3:15])=[O:12])=[C:2]([CH3:3])[N:1]=1. The catalyst class is: 3. (4) Reactant: [F:1][C:2]1([F:28])[CH2:27][C:6]2[S:7][C:8]([NH:16]C(C3CCCC=3C(O)=O)=O)=[C:9]([C:10]3[S:11][CH:12]=[C:13]([CH3:15])[N:14]=3)[C:5]=2[CH2:4][CH2:3]1.[CH:29]12[CH2:36][CH2:35][CH:32]([CH2:33][CH2:34]1)[C:31]1[C:37]([O:39][C:40](=[O:41])[C:30]2=1)=[O:38]. Product: [F:28][C:2]1([F:1])[CH2:27][C:6]2[S:7][C:8]([NH:16][C:40]([C:30]3[CH:29]4[CH2:36][CH2:35][CH:32]([CH2:33][CH2:34]4)[C:31]=3[C:37]([OH:39])=[O:38])=[O:41])=[C:9]([C:10]3[S:11][CH:12]=[C:13]([CH3:15])[N:14]=3)[C:5]=2[CH2:4][CH2:3]1. The catalyst class is: 1. (5) Reactant: C1(P(C2C=CC=CC=2)C2C=CC=CC=2)C=CC=CC=1.CCOC(/N=N/C(OCC)=O)=O.[CH3:32][O:33][C:34](=[O:52])[C:35]([C:38]1[CH:43]=[CH:42][C:41]([O:44][CH2:45][C:46]2[CH:51]=[CH:50][CH:49]=[CH:48][CH:47]=2)=[CH:40][CH:39]=1)([OH:37])[CH3:36].[Cl:53][C:54]1[CH:59]=[CH:58][C:57](O)=[CH:56][CH:55]=1. Product: [CH3:32][O:33][C:34](=[O:52])[C:35]([C:38]1[CH:43]=[CH:42][C:41]([O:44][CH2:45][C:46]2[CH:47]=[CH:48][CH:49]=[CH:50][CH:51]=2)=[CH:40][CH:39]=1)([O:37][C:57]1[CH:58]=[CH:59][C:54]([Cl:53])=[CH:55][CH:56]=1)[CH3:36]. The catalyst class is: 1. (6) Reactant: [CH2:1]([C:5]1[NH:10][C:9](=[O:11])[C:8]([C:12]#[N:13])=[CH:7][CH:6]=1)[CH2:2][CH2:3][CH3:4].N. Product: [NH2:13][CH2:12][C:8]1[C:9](=[O:11])[NH:10][C:5]([CH2:1][CH2:2][CH2:3][CH3:4])=[CH:6][CH:7]=1. The catalyst class is: 94. (7) Reactant: [NH2:1][C:2]1[C:3]([C:27]2[CH:32]=[CH:31][C:30]([NH:33][C:34]([C:36]3[C:37](=[O:49])[N:38]([C:43]4[CH:48]=[CH:47][CH:46]=[CH:45][CH:44]=4)[N:39]([CH3:42])[C:40]=3[CH3:41])=[O:35])=[CH:29][CH:28]=2)=[N:4][C:5]([CH:8]2[CH2:13][CH2:12][CH2:11][N:10]([C:14](=[O:26])[CH2:15][CH2:16]S(C3C=CC=CC=3)(=O)=O)[CH2:9]2)=[CH:6][N:7]=1.C(O[K])(C)(C)C. Product: [C:14]([N:10]1[CH2:11][CH2:12][CH2:13][CH:8]([C:5]2[N:4]=[C:3]([C:27]3[CH:28]=[CH:29][C:30]([NH:33][C:34]([C:36]4[C:37](=[O:49])[N:38]([C:43]5[CH:44]=[CH:45][CH:46]=[CH:47][CH:48]=5)[N:39]([CH3:42])[C:40]=4[CH3:41])=[O:35])=[CH:31][CH:32]=3)[C:2]([NH2:1])=[N:7][CH:6]=2)[CH2:9]1)(=[O:26])[CH:15]=[CH2:16]. The catalyst class is: 1. (8) Reactant: [C:1]1([CH2:7][C@H:8]([NH:13][C:14]([C:16]2[CH:21]=[N:20][CH:19]=[CH:18][N:17]=2)=[O:15])[C:9]([O:11]C)=[O:10])[CH:6]=[CH:5][CH:4]=[CH:3][CH:2]=1.O.C(N(CC)CC)C.[Li+].[Br-]. Product: [C:1]1([CH2:7][C@H:8]([NH:13][C:14]([C:16]2[CH:21]=[N:20][CH:19]=[CH:18][N:17]=2)=[O:15])[C:9]([OH:11])=[O:10])[CH:6]=[CH:5][CH:4]=[CH:3][CH:2]=1. The catalyst class is: 10.